From a dataset of Forward reaction prediction with 1.9M reactions from USPTO patents (1976-2016). Predict the product of the given reaction. (1) Given the reactants [OH:1][C:2]1[CH:7]=[CH:6][C:5]([NH:8][C:9](=[O:32])[CH2:10][CH2:11][CH2:12][CH2:13][CH2:14][C:15]([NH:17][C:18]2[CH:23]=[CH:22][CH:21]=[CH:20][C:19]=2[NH:24]C(=O)OC(C)(C)C)=[O:16])=[CH:4][CH:3]=1, predict the reaction product. The product is: [NH2:24][C:19]1[CH:20]=[CH:21][CH:22]=[CH:23][C:18]=1[NH:17][C:15](=[O:16])[CH2:14][CH2:13][CH2:12][CH2:11][CH2:10][C:9]([NH:8][C:5]1[CH:4]=[CH:3][C:2]([OH:1])=[CH:7][CH:6]=1)=[O:32]. (2) The product is: [O:15]1[C:19]2[CH:20]=[CH:21][CH:22]=[C:23]([CH2:24][N:25]([CH3:26])[C:12](=[O:14])[CH2:11][CH2:10][CH2:9][S:8][C:5]3[CH:4]=[CH:3][C:2]([OH:1])=[CH:7][CH:6]=3)[C:18]=2[O:17][CH2:16]1. Given the reactants [OH:1][C:2]1[CH:7]=[CH:6][C:5]([S:8][CH2:9][CH2:10][CH2:11][C:12]([OH:14])=O)=[CH:4][CH:3]=1.[O:15]1[C:19]2[CH:20]=[CH:21][CH:22]=[C:23]([CH2:24][NH:25][CH3:26])[C:18]=2[O:17][CH2:16]1, predict the reaction product. (3) Given the reactants [CH2:1]([C@@H:5]1[NH:10][CH2:9][C@H:8]([C:11]2[CH:16]=[CH:15][CH:14]=[CH:13][CH:12]=2)[NH:7][C:6]1=[O:17])[CH:2]([CH3:4])[CH3:3].[F:18][C:19]1[CH:20]=[C:21]([C:26]2[O:30][N:29]=[C:28]([C:31](O)=[O:32])[CH:27]=2)[CH:22]=[CH:23][C:24]=1[F:25].C([C@@H]1N(C(=O)/C=C/C2C=CC=CC=2)C[C@H](CC(C)C)NC1=O)C(C)C, predict the reaction product. The product is: [F:18][C:19]1[CH:20]=[C:21]([C:26]2[O:30][N:29]=[C:28]([C:31]([N:10]3[CH2:9][C@H:8]([C:11]4[CH:12]=[CH:13][CH:14]=[CH:15][CH:16]=4)[NH:7][C:6](=[O:17])[C@@H:5]3[CH2:1][CH:2]([CH3:4])[CH3:3])=[O:32])[CH:27]=2)[CH:22]=[CH:23][C:24]=1[F:25]. (4) Given the reactants [F:1][C:2]([F:11])([F:10])[C:3]1[CH:4]=[C:5]([CH:7]=[CH:8][CH:9]=1)[NH2:6].N1C=CC=CC=1.[F:18][C:19]([F:30])([F:29])[C:20](O[C:20](=[O:21])[C:19]([F:30])([F:29])[F:18])=[O:21], predict the reaction product. The product is: [F:18][C:19]([F:30])([F:29])[C:20]([NH:6][C:5]1[CH:7]=[CH:8][CH:9]=[C:3]([C:2]([F:10])([F:11])[F:1])[CH:4]=1)=[O:21]. (5) Given the reactants [NH2:1][C:2]1[CH:7]=[CH:6][CH:5]=[CH:4][C:3]=1[C:8]1[NH:9][C:10]2[C:15]([CH:16]=1)=[CH:14][CH:13]=[CH:12][CH:11]=2.[C:17](O)(=[O:26])[CH2:18][CH2:19][C:20]1[CH:25]=[CH:24][CH:23]=[CH:22][CH:21]=1, predict the reaction product. The product is: [NH:9]1[C:10]2[C:15](=[CH:14][CH:13]=[CH:12][CH:11]=2)[CH:16]=[C:8]1[C:3]1[CH:4]=[CH:5][CH:6]=[CH:7][C:2]=1[NH:1][C:17](=[O:26])[CH2:18][CH2:19][C:20]1[CH:25]=[CH:24][CH:23]=[CH:22][CH:21]=1. (6) Given the reactants [CH3:1][O:2][C:3]1[CH:11]=[C:10]2[C:6]([C:7]([C:14]([OH:16])=O)=[C:8]([CH3:13])[N:9]2[CH3:12])=[CH:5][CH:4]=1.O=S(Cl)Cl.[CH:21]1([CH2:24][NH2:25])[CH2:23][CH2:22]1, predict the reaction product. The product is: [CH:21]1([CH2:24][NH:25][C:14]([C:7]2[C:6]3[C:10](=[CH:11][C:3]([O:2][CH3:1])=[CH:4][CH:5]=3)[N:9]([CH3:12])[C:8]=2[CH3:13])=[O:16])[CH2:23][CH2:22]1. (7) Given the reactants [CH3:1][O:2][C:3]1[CH:4]=[C:5]2[C:10](=[CH:11][C:12]=1[O:13][CH3:14])[N:9]=[CH:8][CH:7]=[C:6]2[O:15][C:16]1[CH:21]=[CH:20][C:19]([NH:22][C:23](=O)[CH2:24][O:25][C:26]2[CH:31]=[CH:30][C:29]([CH2:32][CH3:33])=[CH:28][CH:27]=2)=[CH:18][CH:17]=1.Cl.[OH-].[Na+], predict the reaction product. The product is: [CH3:1][O:2][C:3]1[CH:4]=[C:5]2[C:10](=[CH:11][C:12]=1[O:13][CH3:14])[N:9]=[CH:8][CH:7]=[C:6]2[O:15][C:16]1[CH:17]=[CH:18][C:19]([NH:22][CH2:23][CH2:24][O:25][C:26]2[CH:27]=[CH:28][C:29]([CH2:32][CH3:33])=[CH:30][CH:31]=2)=[CH:20][CH:21]=1. (8) Given the reactants C[O:2][C:3](=[O:37])[CH2:4][CH:5]1[CH2:10][CH2:9][CH:8]([C:11]2[CH:16]=[CH:15][C:14]([C:17]3[CH:22]=[CH:21][C:20]([NH:23][S:24]([C:27]4[CH:32]=[CH:31][C:30]([C:33]([F:36])([F:35])[F:34])=[CH:29][CH:28]=4)(=[O:26])=[O:25])=[CH:19][N:18]=3)=[CH:13][CH:12]=2)[CH2:7][CH2:6]1.[Li+].[OH-], predict the reaction product. The product is: [F:36][C:33]([F:34])([F:35])[C:30]1[CH:29]=[CH:28][C:27]([S:24]([NH:23][C:20]2[CH:21]=[CH:22][C:17]([C:14]3[CH:15]=[CH:16][C:11]([CH:8]4[CH2:7][CH2:6][CH:5]([CH2:4][C:3]([OH:37])=[O:2])[CH2:10][CH2:9]4)=[CH:12][CH:13]=3)=[N:18][CH:19]=2)(=[O:26])=[O:25])=[CH:32][CH:31]=1. (9) Given the reactants Cl.[CH:2]1[C:7]([CH:8]([NH2:12])[C:9]([OH:11])=[O:10])=[CH:6][CH:5]=[C:4]([F:13])[CH:3]=1.[CH3:14]O, predict the reaction product. The product is: [NH2:12][CH:8]([C:7]1[CH:6]=[CH:5][C:4]([F:13])=[CH:3][CH:2]=1)[C:9]([O:11][CH3:14])=[O:10].